Task: Predict the reactants needed to synthesize the given product.. Dataset: Full USPTO retrosynthesis dataset with 1.9M reactions from patents (1976-2016) Given the product [C:16]12([CH2:26][C:27]([NH:1][N:2]3[C:11](=[O:12])[C:10]4[C:5](=[CH:6][CH:7]=[CH:8][CH:9]=4)[N:4]=[C:3]3[CH:13]([CH3:15])[CH3:14])=[O:28])[CH2:23][CH:22]3[CH2:21][CH:20]([CH2:19][CH:18]([CH2:24]3)[CH2:17]1)[CH2:25]2, predict the reactants needed to synthesize it. The reactants are: [NH2:1][N:2]1[C:11](=[O:12])[C:10]2[C:5](=[CH:6][CH:7]=[CH:8][CH:9]=2)[N:4]=[C:3]1[CH:13]([CH3:15])[CH3:14].[C:16]12([CH2:26][C:27](Cl)=[O:28])[CH2:25][CH:20]3[CH2:21][CH:22]([CH2:24][CH:18]([CH2:19]3)[CH2:17]1)[CH2:23]2.N1C=CC=CC=1.